This data is from Catalyst prediction with 721,799 reactions and 888 catalyst types from USPTO. The task is: Predict which catalyst facilitates the given reaction. (1) Reactant: [CH2:1]([N:3]([CH2:11][CH3:12])[C:4]1[CH:5]=[C:6]([OH:10])[CH:7]=[CH:8][CH:9]=1)[CH3:2].[Br:13][CH2:14][CH2:15][CH2:16]Br.C([O-])([O-])=O.[Cs+].[Cs+]. Product: [Br:13][CH2:14][CH2:15][CH2:16][O:10][C:6]1[CH:5]=[C:4]([CH:9]=[CH:8][CH:7]=1)[N:3]([CH2:1][CH3:2])[CH2:11][CH3:12]. The catalyst class is: 10. (2) Reactant: [CH2:1]([O:5][C:6]1[CH:11]=[CH:10][C:9]([C:12]2[S:16][C:15]([C@@:17]3([CH2:25][C:26]([O:28]CC4C=CC(OC)=CC=4)=[O:27])[CH2:22][CH2:21][CH2:20][CH2:19][S:18]3(=[O:24])=[O:23])=[CH:14][CH:13]=2)=[CH:8][CH:7]=1)[CH2:2][CH2:3][CH3:4].Cl. Product: [CH2:1]([O:5][C:6]1[CH:7]=[CH:8][C:9]([C:12]2[S:16][C:15]([C@@:17]3([CH2:25][C:26]([OH:28])=[O:27])[CH2:22][CH2:21][CH2:20][CH2:19][S:18]3(=[O:24])=[O:23])=[CH:14][CH:13]=2)=[CH:10][CH:11]=1)[CH2:2][CH2:3][CH3:4]. The catalyst class is: 13.